This data is from Forward reaction prediction with 1.9M reactions from USPTO patents (1976-2016). The task is: Predict the product of the given reaction. (1) Given the reactants [Cl:1][C:2]1[CH:23]=[CH:22][CH:21]=[CH:20][C:3]=1[CH2:4][O:5][C:6]1[CH:7]=[CH:8][C:9]([C:12]2[CH:16]=[C:15]([C:17](O)=[O:18])[O:14][N:13]=2)=[N:10][CH:11]=1.[NH4+].[Cl-].Cl.C[N:28](C)CCCN=C=NCC.ON1C2C=CC=CC=2N=N1.C(N(C(C)C)CC)(C)C, predict the reaction product. The product is: [Cl:1][C:2]1[CH:23]=[CH:22][CH:21]=[CH:20][C:3]=1[CH2:4][O:5][C:6]1[CH:7]=[CH:8][C:9]([C:12]2[CH:16]=[C:15]([C:17]([NH2:28])=[O:18])[O:14][N:13]=2)=[N:10][CH:11]=1. (2) Given the reactants [C:1]([O:5][C:6]([N:8]([C:13]1[CH:14]=[C:15]([CH:19]=[CH:20][N:21]=1)[C:16]([OH:18])=[O:17])[S:9]([CH3:12])(=[O:11])=[O:10])=[O:7])([CH3:4])([CH3:3])[CH3:2].[Cl:22][C:23]1[CH:24]=[N+:25]([O-:52])[CH:26]=[C:27]([Cl:51])[C:28]=1[CH2:29][C@@H:30]([C:36]1[CH:41]=[CH:40][C:39]([O:42][CH:43]([F:45])[F:44])=[C:38]([O:46][CH2:47][CH:48]2[CH2:50][CH2:49]2)[CH:37]=1)[O:31][C:32](=[O:35])[CH2:33]O, predict the reaction product. The product is: [C:1]([O:5][C:6]([N:8]([C:13]1[CH:14]=[C:15]([CH:19]=[CH:20][N:21]=1)[C:16]([O:18][CH2:33][C:32]([O:31][C@H:30]([C:36]1[CH:41]=[CH:40][C:39]([O:42][CH:43]([F:45])[F:44])=[C:38]([O:46][CH2:47][CH:48]2[CH2:50][CH2:49]2)[CH:37]=1)[CH2:29][C:28]1[C:27]([Cl:51])=[CH:26][N+:25]([O-:52])=[CH:24][C:23]=1[Cl:22])=[O:35])=[O:17])[S:9]([CH3:12])(=[O:11])=[O:10])=[O:7])([CH3:4])([CH3:2])[CH3:3]. (3) Given the reactants [F:1][C:2]([F:13])([C:6]1[CH:11]=[CH:10][C:9]([F:12])=[CH:8][N:7]=1)[C:3]([O-])=O.[Na+].[NH2:15][C:16]1[C:24]([Cl:25])=[CH:23][CH:22]=[CH:21][C:17]=1[C:18]([NH2:20])=[O:19], predict the reaction product. The product is: [Cl:25][C:24]1[CH:23]=[CH:22][CH:21]=[C:17]2[C:16]=1[N:15]=[C:3]([C:2]([F:13])([F:1])[C:6]1[CH:11]=[CH:10][C:9]([F:12])=[CH:8][N:7]=1)[NH:20][C:18]2=[O:19]. (4) Given the reactants CO[C:3](=[O:15])[C:4]1[CH:9]=[C:8]([OH:10])[CH:7]=[C:6](OCOC)[CH:5]=1.Br[C:17]1[CH:22]=[CH:21][C:20]([S:23](=[O:28])(=[O:27])[N:24]([CH3:26])[CH3:25])=[CH:19][CH:18]=1.[O:29]([CH2:37][C@H:38]([OH:40])[CH3:39])[Si](C(C)(C)C)(C)C.[NH2:41][C:42]1[CH:46]=[CH:45][N:44]([CH3:47])[N:43]=1, predict the reaction product. The product is: [CH3:25][N:24]([CH3:26])[S:23]([C:20]1[CH:21]=[CH:22][C:17]([O:10][C:8]2[CH:9]=[C:4]([CH:5]=[C:6]([O:40][CH:38]([CH3:39])[CH2:37][OH:29])[CH:7]=2)[C:3]([NH:41][C:42]2[CH:46]=[CH:45][N:44]([CH3:47])[N:43]=2)=[O:15])=[CH:18][CH:19]=1)(=[O:28])=[O:27].